From a dataset of Cav3 T-type calcium channel HTS with 100,875 compounds. Binary Classification. Given a drug SMILES string, predict its activity (active/inactive) in a high-throughput screening assay against a specified biological target. The drug is O(CC(=O)c1c(n(c(c1)C)CCOC)C)C(=O)CCN1C(=O)c2c(C1=O)cccc2. The result is 0 (inactive).